From a dataset of Reaction yield outcomes from USPTO patents with 853,638 reactions. Predict the reaction yield, written as a fraction of the theoretical maximum amount of product (1.0 means a 100% yield; for example, 0.34 means a 34% yield). The reactants are Cl[CH:2]([CH2:5][C:6]1[CH:7]=[C:8]2[C:13](=[CH:14][CH:15]=1)[N:12]=[CH:11][CH:10]=[N:9]2)[CH:3]=O.[Br:16][C:17]1[CH:22]=[CH:21][C:20]([C:23]2[N:28]=[N:27][C:26]([NH2:29])=[N:25][CH:24]=2)=[CH:19][C:18]=1[F:30]. The catalyst is C(O)(C)(C)C. The product is [Br:16][C:17]1[CH:22]=[CH:21][C:20]([C:23]2[CH:24]=[N:25][C:26]3[N:27]([C:2]([CH2:5][C:6]4[CH:7]=[C:8]5[C:13](=[CH:14][CH:15]=4)[N:12]=[CH:11][CH:10]=[N:9]5)=[CH:3][N:29]=3)[N:28]=2)=[CH:19][C:18]=1[F:30]. The yield is 0.620.